This data is from Catalyst prediction with 721,799 reactions and 888 catalyst types from USPTO. The task is: Predict which catalyst facilitates the given reaction. Reactant: [CH3:1][C:2]1[CH:3]=[C:4]([O:15][C:16]2[C:25]3[C:20](=[CH:21][C:22]([OH:28])=[C:23]([O:26][CH3:27])[CH:24]=3)[N:19]=[CH:18][CH:17]=2)[C:5]([C:9]2[CH:14]=[CH:13][CH:12]=[CH:11][N:10]=2)=[N:6][C:7]=1[CH3:8].C(=O)([O-])[O-].[K+].[K+].[CH2:35]([CH:37]1[O:39][CH2:38]1)Br. Product: [CH3:27][O:26][C:23]1[CH:24]=[C:25]2[C:20](=[CH:21][C:22]=1[O:28][CH2:35][CH:37]1[CH2:38][O:39]1)[N:19]=[CH:18][CH:17]=[C:16]2[O:15][C:4]1[C:5]([C:9]2[CH:14]=[CH:13][CH:12]=[CH:11][N:10]=2)=[N:6][C:7]([CH3:8])=[C:2]([CH3:1])[CH:3]=1. The catalyst class is: 9.